Dataset: Reaction yield outcomes from USPTO patents with 853,638 reactions. Task: Predict the reaction yield, written as a fraction of the theoretical maximum amount of product (1.0 means a 100% yield; for example, 0.34 means a 34% yield). (1) The reactants are [CH3:1][N:2]1[CH2:7][CH2:6][N:5]([C:8]2[CH:13]=[CH:12][C:11]([NH:14][C:15]3[N:24]=[CH:23][C:22]4[C:17](=[C:18]([C:25]5[CH:26]=[C:27]([NH:31][C:32](=[O:35])[CH:33]=[CH2:34])[CH:28]=[CH:29][CH:30]=5)[CH:19]=[CH:20][CH:21]=4)[N:16]=3)=[CH:10][CH:9]=2)[CH2:4][CH2:3]1.[ClH:36]. The catalyst is CC(=O)OCC.O1CCOCC1. The product is [ClH:36].[CH3:1][N:2]1[CH2:3][CH2:4][N:5]([C:8]2[CH:13]=[CH:12][C:11]([NH:14][C:15]3[N:24]=[CH:23][C:22]4[C:17](=[C:18]([C:25]5[CH:26]=[C:27]([NH:31][C:32](=[O:35])[CH:33]=[CH2:34])[CH:28]=[CH:29][CH:30]=5)[CH:19]=[CH:20][CH:21]=4)[N:16]=3)=[CH:10][CH:9]=2)[CH2:6][CH2:7]1. The yield is 0.650. (2) The reactants are [NH2:1][C:2]1([C:6]2[CH:11]=[CH:10][C:9]([C:12]3[N:13]=[C:14]4[C:19]([Cl:20])=[CH:18][C:17]([C:21]([NH2:23])=O)=[CH:16][N:15]4[C:24]=3[C:25]3[CH:30]=[CH:29][CH:28]=[CH:27][CH:26]=3)=[CH:8][CH:7]=2)[CH2:5][CH2:4][CH2:3]1.CCCP(O)(O)=O.O. The catalyst is C(OCC)(=O)C. The product is [NH2:1][C:2]1([C:6]2[CH:7]=[CH:8][C:9]([C:12]3[N:13]=[C:14]4[C:19]([Cl:20])=[CH:18][C:17]([C:21]#[N:23])=[CH:16][N:15]4[C:24]=3[C:25]3[CH:30]=[CH:29][CH:28]=[CH:27][CH:26]=3)=[CH:10][CH:11]=2)[CH2:3][CH2:4][CH2:5]1. The yield is 0.160. (3) The reactants are [CH2:1]1[C@@H:3]([NH2:4])[C@@H:2]1[C:5]1[CH:10]=[CH:9][CH:8]=[CH:7][CH:6]=1.[CH3:11][CH2:12][OH:13]. The catalyst is [Pd]. The product is [C:5]1([CH2:2][CH2:1][CH2:3][NH:4][C:12]([C:11]2([CH:8]([CH3:9])[CH3:7])[CH2:6][CH2:5][CH2:2][CH2:1][CH2:3]2)=[O:13])[CH:6]=[CH:7][CH:8]=[CH:9][CH:10]=1. The yield is 1.00. (4) The reactants are C[O:2][C:3](=O)[C:4]1[CH:9]=[C:8]([Cl:10])[CH:7]=[N:6][CH:5]=1.[BH4-].[Na+]. The catalyst is CO.C(Cl)Cl. The product is [Cl:10][C:8]1[CH:9]=[C:4]([CH2:3][OH:2])[CH:5]=[N:6][CH:7]=1. The yield is 0.540. (5) The reactants are [C:1]([C:4]1[CH:9]=[CH:8][C:7]([S:10]C(=O)N(C)C)=[C:6]([CH2:16][CH2:17][CH3:18])[C:5]=1[OH:19])(=[O:3])[CH3:2].[OH-].[K+].C(O)C.Cl. The catalyst is O. The product is [OH:19][C:5]1[C:6]([CH2:16][CH2:17][CH3:18])=[C:7]([SH:10])[CH:8]=[CH:9][C:4]=1[C:1](=[O:3])[CH3:2]. The yield is 0.940. (6) The reactants are C([O:3][C:4](=[O:24])[CH2:5][NH:6][C:7]([C:9]1[CH:14]=[CH:13][C:12]([C:15]2[CH:20]=[CH:19][C:18]([Cl:21])=[CH:17][CH:16]=2)=[CH:11][C:10]=1[O:22]C)=[O:8])C.B(Br)(Br)Br. The catalyst is C(Cl)Cl. The product is [Cl:21][C:18]1[CH:17]=[CH:16][C:15]([C:12]2[CH:13]=[CH:14][C:9]([C:7]([NH:6][CH2:5][C:4]([OH:24])=[O:3])=[O:8])=[C:10]([OH:22])[CH:11]=2)=[CH:20][CH:19]=1. The yield is 0.410. (7) The reactants are [Cl:1][CH2:2][CH2:3][CH2:4][S:5]([O:8][CH2:9][C:10]([CH3:24])([CH3:23])[C@@H:11]([O:15][CH2:16][C:17]1[CH:22]=[CH:21][CH:20]=[CH:19][CH:18]=1)[C:12]([OH:14])=[O:13])(=[O:7])=[O:6].[C:25](Cl)(=O)[C:26](Cl)=O.[N:31]1[CH:36]=CC=C[CH:32]=1. The catalyst is ClCCl. The product is [Cl:1][CH2:2][CH2:3][CH2:4][S:5]([O:8][CH2:9][C:10]([CH3:24])([CH3:23])[C@@H:11]([O:15][CH2:16][C:17]1[CH:22]=[CH:21][CH:20]=[CH:19][CH:18]=1)[C:12]([O:14][CH2:25][CH2:26][N:31]([CH3:36])[CH3:32])=[O:13])(=[O:6])=[O:7]. The yield is 0.500.